This data is from Forward reaction prediction with 1.9M reactions from USPTO patents (1976-2016). The task is: Predict the product of the given reaction. (1) Given the reactants [CH2:1]([N:8]1[CH2:14][CH:13]([CH3:15])[C:12](=[O:16])[N:11]([CH3:17])[C:10]2[CH:18]=[N:19][C:20](Cl)=[N:21][C:9]1=2)[C:2]1[CH:7]=[CH:6][CH:5]=[CH:4][CH:3]=1.[NH2:23][C:24]1[CH:39]=[CH:38][C:27]([C:28]([NH:30][CH:31]2[CH2:36][CH2:35][N:34]([CH3:37])[CH2:33][CH2:32]2)=[O:29])=[CH:26][C:25]=1[O:40][CH3:41].O.C1(C)C=CC(S(O)(=O)=O)=CC=1, predict the reaction product. The product is: [CH2:1]([N:8]1[CH2:14][CH:13]([CH3:15])[C:12](=[O:16])[N:11]([CH3:17])[C:10]2[CH:18]=[N:19][C:20]([NH:23][C:24]3[CH:39]=[CH:38][C:27]([C:28]([NH:30][CH:31]4[CH2:32][CH2:33][N:34]([CH3:37])[CH2:35][CH2:36]4)=[O:29])=[CH:26][C:25]=3[O:40][CH3:41])=[N:21][C:9]1=2)[C:2]1[CH:7]=[CH:6][CH:5]=[CH:4][CH:3]=1. (2) Given the reactants Br[C:2]1[CH:3]=[C:4]2[C:8](=[CH:9][CH:10]=1)[C:7](=[O:11])[CH2:6][CH2:5]2.[B:12]1([B:12]2[O:16][C:15]([CH3:18])([CH3:17])[C:14]([CH3:20])([CH3:19])[O:13]2)[O:16][C:15]([CH3:18])([CH3:17])[C:14]([CH3:20])([CH3:19])[O:13]1.C([O-])(=O)C.[K+], predict the reaction product. The product is: [CH3:19][C:14]1([CH3:20])[C:15]([CH3:18])([CH3:17])[O:16][B:12]([C:2]2[CH:3]=[C:4]3[C:8](=[CH:9][CH:10]=2)[C:7](=[O:11])[CH2:6][CH2:5]3)[O:13]1. (3) Given the reactants [C:1]([C:3]1[C:4]([C:9]2[CH:14]=[CH:13][CH:12]=[CH:11][CH:10]=2)=[N:5][O:6][C:7]=1[CH3:8])#[CH:2].[Br:15][C:16]1[CH:17]=[N:18][C:19](I)=[N:20][CH:21]=1, predict the reaction product. The product is: [Br:15][C:16]1[CH:17]=[N:18][C:19]([C:2]#[C:1][C:3]2[C:4]([C:9]3[CH:14]=[CH:13][CH:12]=[CH:11][CH:10]=3)=[N:5][O:6][C:7]=2[CH3:8])=[N:20][CH:21]=1.